From a dataset of Reaction yield outcomes from USPTO patents with 853,638 reactions. Predict the reaction yield, written as a fraction of the theoretical maximum amount of product (1.0 means a 100% yield; for example, 0.34 means a 34% yield). (1) The reactants are [C:1](Cl)(=[O:5])[CH:2]([CH3:4])[CH3:3].CCN(CC)CC.[Cl:14][C:15]1[CH:20]=[C:19]([N+:21]([O-:23])=[O:22])[CH:18]=[CH:17][C:16]=1[N:24]1[CH2:29][CH2:28][NH:27][CH2:26][CH2:25]1. The catalyst is C(Cl)Cl. The product is [Cl:14][C:15]1[CH:20]=[C:19]([N+:21]([O-:23])=[O:22])[CH:18]=[CH:17][C:16]=1[N:24]1[CH2:29][CH2:28][N:27]([C:1](=[O:5])[CH:2]([CH3:4])[CH3:3])[CH2:26][CH2:25]1. The yield is 1.00. (2) The reactants are Cl[C:2]1[CH:7]=[C:6]([C:8]2[N:9]=[C:10]3[C:16]([C:17](=[O:22])[C:18]([CH3:21])([CH3:20])[CH3:19])=[CH:15][NH:14][C:11]3=[N:12][CH:13]=2)[CH:5]=[CH:4][N:3]=1.[NH:23]1[CH2:27][CH2:26][CH2:25][CH2:24]1. The catalyst is CN1CCCC1=O. The product is [CH3:19][C:18]([CH3:21])([CH3:20])[C:17]([C:16]1[C:10]2[C:11](=[N:12][CH:13]=[C:8]([C:6]3[CH:5]=[CH:4][N:3]=[C:2]([N:23]4[CH2:27][CH2:26][CH2:25][CH2:24]4)[CH:7]=3)[N:9]=2)[NH:14][CH:15]=1)=[O:22]. The yield is 0.610. (3) The catalyst is FC(F)(F)C(O)=O. The yield is 0.560. The reactants are [F:1][C:2]1[C:7]([F:8])=[CH:6][C:5]([C:9]2(O)[C:17]3[C:12](=[CH:13][CH:14]=[CH:15][CH:16]=3)[N:11]([CH:18]([C:25]3[CH:30]=[CH:29][CH:28]=[CH:27][CH:26]=3)[C:19]3[CH:24]=[CH:23][CH:22]=[CH:21][CH:20]=3)[C:10]2=[O:31])=[C:4]([OH:33])[CH:3]=1.C([SiH](CC)CC)C. The product is [F:1][C:2]1[C:7]([F:8])=[CH:6][C:5]([CH:9]2[C:17]3[C:12](=[CH:13][CH:14]=[CH:15][CH:16]=3)[N:11]([CH:18]([C:25]3[CH:26]=[CH:27][CH:28]=[CH:29][CH:30]=3)[C:19]3[CH:24]=[CH:23][CH:22]=[CH:21][CH:20]=3)[C:10]2=[O:31])=[C:4]([OH:33])[CH:3]=1.